Predict the reactants needed to synthesize the given product. From a dataset of Full USPTO retrosynthesis dataset with 1.9M reactions from patents (1976-2016). (1) Given the product [OH:29][CH2:37][CH:38]([CH3:39])[O:40][C:6]1[CH:7]=[C:8]([O:10][C:17]2[CH:22]=[N:21][C:20]([S:23]([CH:26]([CH3:28])[CH3:27])(=[O:25])=[O:24])=[CH:19][CH:18]=2)[CH:9]=[C:4]([CH:5]=1)[C:3]([NH:41][C:42]1[CH:46]=[CH:45][N:44]([CH3:47])[N:43]=1)=[O:15], predict the reactants needed to synthesize it. The reactants are: CO[C:3](=[O:15])[C:4]1[CH:9]=[C:8]([OH:10])[CH:7]=[C:6](OCOC)[CH:5]=1.Br[C:17]1[CH:18]=[CH:19][C:20]([S:23]([CH:26]([CH3:28])[CH3:27])(=[O:25])=[O:24])=[N:21][CH:22]=1.[O:29]([CH2:37][C@H:38]([OH:40])[CH3:39])[Si](C(C)(C)C)(C)C.[NH2:41][C:42]1[CH:46]=[CH:45][N:44]([CH3:47])[N:43]=1. (2) The reactants are: [Cl:1][C:2]1[CH:3]=[CH:4][C:5]([O:29][CH:30]([F:32])[F:31])=[C:6]([C:8]2[C:12]([NH:13][C:14]([C:16]3[CH:17]=[N:18][N:19]4[CH:24]=[CH:23][CH:22]=[N:21][C:20]=34)=[O:15])=[CH:11][N:10]([CH2:25][C:26](O)=[O:27])[N:9]=2)[CH:7]=1.CCN(C(C)C)C(C)C.[CH3:42][N:43]1[CH2:50][C@@H:49]2[C@@H:45]([CH2:46][NH:47][CH2:48]2)[CH2:44]1.CN(C(ON1N=NC2C=CC=NC1=2)=[N+](C)C)C.F[P-](F)(F)(F)(F)F. Given the product [Cl:1][C:2]1[CH:3]=[CH:4][C:5]([O:29][CH:30]([F:32])[F:31])=[C:6]([C:8]2[C:12]([NH:13][C:14]([C:16]3[CH:17]=[N:18][N:19]4[CH:24]=[CH:23][CH:22]=[N:21][C:20]=34)=[O:15])=[CH:11][N:10]([CH2:25][C:26]([N:47]3[CH2:48][C@@H:49]4[C@@H:45]([CH2:44][N:43]([CH3:42])[CH2:50]4)[CH2:46]3)=[O:27])[N:9]=2)[CH:7]=1, predict the reactants needed to synthesize it.